Dataset: B-cell epitopes from IEDB database with 3,159 antigens for binding position prediction. Task: Token-level Classification. Given an antigen amino acid sequence, predict which amino acid positions are active epitope sites capable of antibody binding. Output is a list of indices for active positions. (1) Given the antigen sequence: MTDSEKSATIKVTDASFATDVLSSNKPVLVDFWATWCGPCKMVAPVLEEIATERATDLTVAKLDVDTNPETARNFQVVSIPTLILFKDGQPVKRIVGAKGKAALLRELSDVVPNLN, which amino acid positions are active epitope sites? The epitope positions are: [30, 31, 32, 33, 34, 35, 36, 37, 38, 39, 40, 41, 42, 43, 44, 45, 46, 47, 48, 49]. The amino acids at these positions are: DFWATWCGPCKMVAPVLEEI. (2) Given the antigen sequence: MSHVVVKNDPELDQQLANLDLNSEKQSGGASTASKGRYIPPHLRNKEASKGFHDKDSSGWSCSKDKDAYSSFGSRDSRGKPGYFSERGSGSRGRFDDRGRSDYDGIGNRERPGFGRFERSGHSRWCDKSVEDDWSKPLPPSERLEQELFSGGNTGINFEKYDDIPVEATGSNCPPHIENFSDIDMGEIIMGNIELTRYTRPTPVQKHAIPIIKGKRDLVACAQTGSGKTAAFLLPILSQIYTDGPGEALKAVKENGRYGRRKQYPISLVLAPTRELAVQIYEEARKFSYRSRVRPCVVYGGADIGQQIRDLERGCHLLVATPGRLVDMMERGKIGLDFCKYLVLDEADRMLDMGFEPQIRRIVEQDTMPPKGVRHTMMFSATFPKEIQMLARDFLDEYIFLAVGRVGSTSENITQKVVWVEDLDKRSFLLDILGATGSDSLTLVFVETKKGADSLEDFLYHEGYACTSIHGDRSQRDREEALHQFRSGKSPILVATAVAA..., which amino acid positions are active epitope sites? The epitope positions are: [615, 616, 617, 618, 619, 620, 621, 622, 623, 624, 625, 626, 627, 628, 629, 630, 631]. The amino acids at these positions are: GSSSRSGGGGYGDSRGF. (3) Given the antigen sequence: ICQMEKIVLLFAIVSLVKSDQICIGYHANNSTEQVDTIMEKNVTVTHAQDILEKTHNGKLCDLDGVKPLILRDCSVAGWLLGNPMCDEFINVPEWSYIVEKANPVNDLCYPGDFNDYEELKHLLSRINHFEKIQIIPKSSWSSHEASLGVSSACPYQRKSSFFRNVVWLIKKNSTYPTIKRSYNNTNQEDLLVLWGIHHPNDAAEQTKLYQNPTTYISVGTSTLNQRLVPRIATRSKVNGQSGRMEFFWTILKPNDAINFESNGNFIAPEYAYKIVKKGDSTIMKSELEYGNCNTKCQTPMGAINSSMPFHNIHPLTIGECPKYVKSNRLVLATGLRNSPQRERRRKKRGLFGAIAGFIEGGWQGMVDGWYGYHHSNEQGSGYAADKESTQKAIDGVTNKVNSIIDKMNTQFEAVGREFNNLERRIENLNKKMEDGFLDVWTYNAELLVLMENERTLDFHDSNVKNLYDKVRLQLRDNAKELGNGCFEFYHKCDNECMES..., which amino acid positions are active epitope sites? The epitope positions are: [187, 188, 189, 190, 191, 192, 193, 194, 195, 196, 197]. The amino acids at these positions are: QEDLLVLWGIH.